This data is from Full USPTO retrosynthesis dataset with 1.9M reactions from patents (1976-2016). The task is: Predict the reactants needed to synthesize the given product. (1) Given the product [Br:17][C:14]1[CH:15]=[CH:16][C:11]([C:8]2[CH2:7][C@@H:6]([CH2:5][O:4][CH2:1][CH:2]3[CH2:3][O:26]3)[O:10][N:9]=2)=[N:12][CH:13]=1, predict the reactants needed to synthesize it. The reactants are: [CH2:1]([O:4][CH2:5][C@H:6]1[O:10][N:9]=[C:8]([C:11]2[CH:16]=[CH:15][C:14]([Br:17])=[CH:13][N:12]=2)[CH2:7]1)[CH:2]=[CH2:3].ClC1C=CC=C(C(OO)=[O:26])C=1. (2) Given the product [N:28]1[CH:29]=[CH:30][CH:31]=[CH:32][C:27]=1[C:2]#[C:1][C:3]1[CH:4]=[N:5][N:6]2[C:11]([C:12]([F:14])([F:13])[F:15])=[CH:10][C:9]([C:16]3[CH:21]=[CH:20][C:19]([C:22]([F:25])([F:24])[F:23])=[CH:18][CH:17]=3)=[N:8][C:7]=12, predict the reactants needed to synthesize it. The reactants are: [C:1]([C:3]1[CH:4]=[N:5][N:6]2[C:11]([C:12]([F:15])([F:14])[F:13])=[CH:10][C:9]([C:16]3[CH:21]=[CH:20][C:19]([C:22]([F:25])([F:24])[F:23])=[CH:18][CH:17]=3)=[N:8][C:7]=12)#[CH:2].Br[C:27]1[CH:32]=[CH:31][CH:30]=[CH:29][N:28]=1.